This data is from Forward reaction prediction with 1.9M reactions from USPTO patents (1976-2016). The task is: Predict the product of the given reaction. (1) Given the reactants O.[NH2:2][NH2:3].Cl[C:5]1[N:10]=[CH:9][N:8]=[C:7]([N:11]2[CH2:14][CH:13]([OH:15])[CH2:12]2)[CH:6]=1, predict the reaction product. The product is: [NH:2]([C:5]1[N:10]=[CH:9][N:8]=[C:7]([N:11]2[CH2:14][CH:13]([OH:15])[CH2:12]2)[CH:6]=1)[NH2:3]. (2) Given the reactants Br[C:2]1[N:3]([CH2:9][O:10][CH2:11][CH2:12][Si:13]([CH3:16])([CH3:15])[CH3:14])[CH:4]=[C:5]([C:7]#[N:8])[N:6]=1.C([Mg]Cl)(C)C.C([C:24]([O:26][CH2:27][CH3:28])=[O:25])#N, predict the reaction product. The product is: [CH2:27]([O:26][C:24]([C:2]1[N:3]([CH2:9][O:10][CH2:11][CH2:12][Si:13]([CH3:16])([CH3:15])[CH3:14])[CH:4]=[C:5]([C:7]#[N:8])[N:6]=1)=[O:25])[CH3:28]. (3) Given the reactants [C:1]([O:5][CH3:6])(=[O:4])[CH:2]=[CH2:3].C(N(CC)CC)C.C1(C)C=CC=CC=1P(C1C=CC=CC=1C)C1C=CC=CC=1C.Br[C:37]1[C:42]([CH:43]=[O:44])=[CH:41][C:40]([O:45][CH3:46])=[C:39]([O:47][CH3:48])[CH:38]=1, predict the reaction product. The product is: [CH:43]([C:42]1[CH:41]=[C:40]([O:45][CH3:46])[C:39]([O:47][CH3:48])=[CH:38][C:37]=1/[CH:3]=[CH:2]/[C:1]([O:5][CH3:6])=[O:4])=[O:44]. (4) The product is: [CH:1]1([NH:4][C:5](=[O:23])[C:6]2[CH:11]=[C:10]([C:12]3[CH:13]=[C:14]4[C:18](=[CH:19][CH:20]=3)[N:17]([C:28]3[CH:29]=[CH:30][C:25]([F:24])=[CH:26][C:27]=3[CH3:34])[N:16]=[CH:15]4)[C:9]([CH3:21])=[C:8]([F:22])[CH:7]=2)[CH2:2][CH2:3]1. Given the reactants [CH:1]1([NH:4][C:5](=[O:23])[C:6]2[CH:11]=[C:10]([C:12]3[CH:13]=[C:14]4[C:18](=[CH:19][CH:20]=3)[NH:17][N:16]=[CH:15]4)[C:9]([CH3:21])=[C:8]([F:22])[CH:7]=2)[CH2:3][CH2:2]1.[F:24][C:25]1[CH:30]=[CH:29][C:28](B(O)O)=[C:27]([CH3:34])[CH:26]=1.N1C=CC=CC=1, predict the reaction product. (5) Given the reactants O.[OH-].[Li+].C[O:5][C:6](=[O:28])[CH2:7][CH2:8][C:9]1[CH:14]=[CH:13][C:12]([C:15]([N:17]2[CH2:23][CH2:22][CH2:21][CH2:20][C:19]3[CH:24]=[CH:25][CH:26]=[CH:27][C:18]2=3)=[O:16])=[CH:11][CH:10]=1, predict the reaction product. The product is: [N:17]1([C:15]([C:12]2[CH:11]=[CH:10][C:9]([CH2:8][CH2:7][C:6]([OH:28])=[O:5])=[CH:14][CH:13]=2)=[O:16])[CH2:23][CH2:22][CH2:21][CH2:20][C:19]2[CH:24]=[CH:25][CH:26]=[CH:27][C:18]1=2.